This data is from Forward reaction prediction with 1.9M reactions from USPTO patents (1976-2016). The task is: Predict the product of the given reaction. (1) The product is: [C:6]([O:5][C:3](=[O:4])[CH2:2][O:10][C:11]1[CH:20]=[CH:19][CH:18]=[C:13]([C:14]([O:16][CH3:17])=[O:15])[CH:12]=1)([CH3:9])([CH3:8])[CH3:7]. Given the reactants Br[CH2:2][C:3]([O:5][C:6]([CH3:9])([CH3:8])[CH3:7])=[O:4].[OH:10][C:11]1[CH:12]=[C:13]([CH:18]=[CH:19][CH:20]=1)[C:14]([O:16][CH3:17])=[O:15].C(=O)([O-])[O-].[K+].[K+], predict the reaction product. (2) Given the reactants [NH2:1][C:2]1[N:6]([C:7]2[CH:12]=[CH:11][CH:10]=[CH:9][CH:8]=2)[N:5]=[C:4]([C:13]([NH:15][CH3:16])=[O:14])[C:3]=1[CH3:17].C1(C2C=CC([CH2:27][O:28]C)=CC=2CN)CC1.[CH3:32][O:33][CH2:34][C:35]1[CH:36]=[CH:37][C:38]([O:43][CH2:44][C:45]([F:48])([F:47])[F:46])=[C:39]([CH2:41][NH2:42])[CH:40]=1, predict the reaction product. The product is: [CH3:32][O:33][CH2:34][C:35]1[CH:36]=[CH:37][C:38]([O:43][CH2:44][C:45]([F:46])([F:47])[F:48])=[C:39]([CH:40]=1)[CH2:41][NH:42][C:27](=[O:28])[NH:1][C:2]1[N:6]([C:7]2[CH:12]=[CH:11][CH:10]=[CH:9][CH:8]=2)[N:5]=[C:4]([C:13]([NH:15][CH3:16])=[O:14])[C:3]=1[CH3:17]. (3) Given the reactants [CH2:1]([O:3][C:4](=[O:18])/[CH:5]=[CH:6]/[C:7]1[CH:17]=[CH:16][C:10]2[O:11][C:12]([F:15])([F:14])[O:13][C:9]=2[CH:8]=1)[CH3:2].[Br-].[CH2:20]([S+]1CCCC1)[C:21]1[CH:26]=[CH:25][CH:24]=[CH:23][CH:22]=1, predict the reaction product. The product is: [CH2:1]([O:3][C:4]([C@@H:5]1[C@H:20]([C:21]2[CH:26]=[CH:25][CH:24]=[CH:23][CH:22]=2)[C@H:6]1[C:7]1[CH:17]=[CH:16][C:10]2[O:11][C:12]([F:14])([F:15])[O:13][C:9]=2[CH:8]=1)=[O:18])[CH3:2]. (4) Given the reactants [CH3:1][O:2][C:3]1[CH:4]=[C:5]2[C:10](=[CH:11][C:12]=1[O:13][CH3:14])[N:9]=[CH:8][CH:7]=[C:6]2[O:15][C:16]1[CH:22]=[CH:21][C:19]([NH2:20])=[CH:18][CH:17]=1.C1(C)C=CC=CC=1.C(N(CC)CC)C.Cl[C:38](Cl)([O:40]C(=O)OC(Cl)(Cl)Cl)Cl.[CH3:49][N:50]([CH3:60])[C:51]1[CH:52]=[C:53]([CH:57]=[CH:58][CH:59]=1)[CH:54]([OH:56])[CH3:55], predict the reaction product. The product is: [CH3:1][O:2][C:3]1[CH:4]=[C:5]2[C:10](=[CH:11][C:12]=1[O:13][CH3:14])[N:9]=[CH:8][CH:7]=[C:6]2[O:15][C:16]1[CH:22]=[CH:21][C:19]([NH:20][C:38](=[O:40])[O:56][CH:54]([C:53]2[CH:57]=[CH:58][CH:59]=[C:51]([N:50]([CH3:49])[CH3:60])[CH:52]=2)[CH3:55])=[CH:18][CH:17]=1. (5) Given the reactants [CH3:1][S-:2].[Na+].[Br:4][C:5]1[CH:6]=[N:7][CH:8]=[C:9](Br)[CH:10]=1, predict the reaction product. The product is: [Br:4][C:5]1[CH:6]=[N:7][CH:8]=[C:9]([S:2][CH3:1])[CH:10]=1. (6) Given the reactants Br[C:2]1[CH:3]=[N:4][CH:5]=[N:6][CH:7]=1.C(O)C.C([Li])CCC.[Br:16][C:17]1[CH:22]=[CH:21][C:20]([C:23](=[O:28])[C:24]([CH3:27])([CH3:26])[CH3:25])=[C:19]([C:29]([F:32])([F:31])[F:30])[CH:18]=1, predict the reaction product. The product is: [Br:16][C:17]1[CH:22]=[CH:21][C:20]([C:23]([C:2]2[CH:3]=[N:4][CH:5]=[N:6][CH:7]=2)([OH:28])[C:24]([CH3:25])([CH3:26])[CH3:27])=[C:19]([C:29]([F:30])([F:31])[F:32])[CH:18]=1.